The task is: Regression. Given a peptide amino acid sequence and an MHC pseudo amino acid sequence, predict their binding affinity value. This is MHC class I binding data.. This data is from Peptide-MHC class I binding affinity with 185,985 pairs from IEDB/IMGT. The peptide sequence is SVDVDIYDAV. The MHC is Mamu-B01 with pseudo-sequence Mamu-B01. The binding affinity (normalized) is 0.